Dataset: Catalyst prediction with 721,799 reactions and 888 catalyst types from USPTO. Task: Predict which catalyst facilitates the given reaction. (1) Reactant: [Cl:1][C:2]1[CH:7]=[CH:6][C:5]([C:8]2[N:9]=[C:10]([SH:13])[S:11][CH:12]=2)=[CH:4][C:3]=1[N+:14]([O-:16])=[O:15].C(=O)([O-])[O-].[K+].[K+].[Cl:23][C:24]1[CH:25]=[C:26]([CH:39]=[CH:40][C:41]=1[Cl:42])[CH2:27][N:28]1[CH2:33][CH2:32][CH:31]([NH:34][C:35](=[O:38])[CH2:36]Cl)[CH2:30][CH2:29]1.C(OCC)(=O)C. Product: [Cl:1][C:2]1[CH:7]=[CH:6][C:5]([C:8]2[N:9]=[C:10]([S:13][CH2:36][C:35]([NH:34][CH:31]3[CH2:30][CH2:29][N:28]([CH2:27][C:26]4[CH:39]=[CH:40][C:41]([Cl:42])=[C:24]([Cl:23])[CH:25]=4)[CH2:33][CH2:32]3)=[O:38])[S:11][CH:12]=2)=[CH:4][C:3]=1[N+:14]([O-:16])=[O:15]. The catalyst class is: 9. (2) Reactant: C[O-].[Na+].[Br:4][C:5]1[CH:6]=[C:7]2[C:12](=[CH:13][CH:14]=1)[NH:11][C:10](=[S:15])[N:9](C(OCC)=O)[C:8]2=[O:21].C(O)(=O)C. Product: [Br:4][C:5]1[CH:6]=[C:7]2[C:12](=[CH:13][CH:14]=1)[NH:11][C:10](=[S:15])[NH:9][C:8]2=[O:21]. The catalyst class is: 92.